The task is: Predict the product of the given reaction.. This data is from Forward reaction prediction with 1.9M reactions from USPTO patents (1976-2016). Given the reactants [NH2:1][C:2]1[C:3]2[N:4]([C:8]([C@@H:26]3[CH2:31][O:30][CH2:29][CH2:28][NH:27]3)=[N:9][C:10]=2[C:11]2[CH:25]=[CH:24][C:14]([C:15]([NH:17][C:18]3[CH:23]=[CH:22][CH:21]=[CH:20][N:19]=3)=[O:16])=[CH:13][CH:12]=2)[CH:5]=[CH:6][N:7]=1.[C:32](O)(=[O:36])[C:33]#[C:34][CH3:35], predict the reaction product. The product is: [NH2:1][C:2]1[C:3]2[N:4]([C:8]([C@@H:26]3[CH2:31][O:30][CH2:29][CH2:28][N:27]3[C:32](=[O:36])[C:33]#[C:34][CH3:35])=[N:9][C:10]=2[C:11]2[CH:12]=[CH:13][C:14]([C:15]([NH:17][C:18]3[CH:23]=[CH:22][CH:21]=[CH:20][N:19]=3)=[O:16])=[CH:24][CH:25]=2)[CH:5]=[CH:6][N:7]=1.